Dataset: Forward reaction prediction with 1.9M reactions from USPTO patents (1976-2016). Task: Predict the product of the given reaction. (1) Given the reactants [CH2:1]([N:8]1[CH2:13][CH2:12][C:11]([C:22]2[CH:31]=[CH:30][C:25]([C:26]([NH:28][NH2:29])=[O:27])=[CH:24][CH:23]=2)([C:14]2[CH:19]=[CH:18][CH:17]=[C:16]([O:20][CH3:21])[CH:15]=2)[CH2:10][CH2:9]1)[C:2]1[CH:7]=[CH:6][CH:5]=[CH:4][CH:3]=1.C(N(CC)CC)C.[CH:39]1([C:43](Cl)=[O:44])[CH2:42][CH2:41][CH2:40]1, predict the reaction product. The product is: [CH2:1]([N:8]1[CH2:13][CH2:12][C:11]([C:22]2[CH:23]=[CH:24][C:25]([C:26]([NH:28][NH:29][C:43]([CH:39]3[CH2:42][CH2:41][CH2:40]3)=[O:44])=[O:27])=[CH:30][CH:31]=2)([C:14]2[CH:19]=[CH:18][CH:17]=[C:16]([O:20][CH3:21])[CH:15]=2)[CH2:10][CH2:9]1)[C:2]1[CH:7]=[CH:6][CH:5]=[CH:4][CH:3]=1. (2) The product is: [CH2:1]([O:3][C:4]([CH:6]1[C:10]([CH3:11])=[CH:9][CH2:8][N:7]1[S:13]([C:16]1[CH:21]=[CH:20][C:19]([CH3:22])=[CH:18][CH:17]=1)(=[O:14])=[O:15])=[O:5])[CH3:2]. Given the reactants [CH2:1]([O:3][C:4]([CH:6]1[C:10](O)([CH3:11])[CH2:9][CH2:8][N:7]1[S:13]([C:16]1[CH:21]=[CH:20][C:19]([CH3:22])=[CH:18][CH:17]=1)(=[O:15])=[O:14])=[O:5])[CH3:2].O=P(Cl)(Cl)Cl, predict the reaction product. (3) The product is: [C:1]([O:5][C:6](=[O:35])[NH:7][C:8]1([CH2:16][CH2:17][C:18]2[CH:23]=[CH:22][C:21]([OH:24])=[C:20]([CH:32]([F:34])[F:33])[CH:19]=2)[CH2:13][O:12][C:11]([CH3:15])([CH3:14])[O:10][CH2:9]1)([CH3:2])([CH3:3])[CH3:4]. Given the reactants [C:1]([O:5][C:6](=[O:35])[NH:7][C:8]1([C:16]#[C:17][C:18]2[CH:23]=[CH:22][C:21]([O:24]CC3C=CC=CC=3)=[C:20]([CH:32]([F:34])[F:33])[CH:19]=2)[CH2:13][O:12][C:11]([CH3:15])([CH3:14])[O:10][CH2:9]1)([CH3:4])([CH3:3])[CH3:2], predict the reaction product. (4) The product is: [NH2:16][CH2:15][C@@H:14]([CH3:27])[C@H:13]([C:28]1[CH:29]=[C:30]([CH:31]=[CH:32][CH:33]=1)[CH2:34][CH2:35][C:36]1([OH:43])[CH2:37][CH2:42][CH2:41][CH2:40]1)[OH:12]. Given the reactants C1(=O)NC(=O)C2=CC=CC=C12.[OH:12][C@H:13]([C:28]1[CH:33]=[CH:32][CH:31]=[C:30]([CH2:34][CH2:35][C:36]([OH:43])([CH2:40][CH2:41][CH3:42])[CH2:37]CC)[CH:29]=1)[C@@H:14]([CH3:27])[CH2:15][N:16]1C(=O)C2C(=CC=CC=2)C1=O, predict the reaction product.